From a dataset of NCI-60 drug combinations with 297,098 pairs across 59 cell lines. Regression. Given two drug SMILES strings and cell line genomic features, predict the synergy score measuring deviation from expected non-interaction effect. (1) Drug 1: CN(CC1=CN=C2C(=N1)C(=NC(=N2)N)N)C3=CC=C(C=C3)C(=O)NC(CCC(=O)O)C(=O)O. Drug 2: C1CC(=O)NC(=O)C1N2C(=O)C3=CC=CC=C3C2=O. Cell line: HOP-92. Synergy scores: CSS=1.23, Synergy_ZIP=-2.12, Synergy_Bliss=-3.41, Synergy_Loewe=-10.2, Synergy_HSA=-5.09. (2) Drug 1: CC=C1C(=O)NC(C(=O)OC2CC(=O)NC(C(=O)NC(CSSCCC=C2)C(=O)N1)C(C)C)C(C)C. Drug 2: CC1=C(N=C(N=C1N)C(CC(=O)N)NCC(C(=O)N)N)C(=O)NC(C(C2=CN=CN2)OC3C(C(C(C(O3)CO)O)O)OC4C(C(C(C(O4)CO)O)OC(=O)N)O)C(=O)NC(C)C(C(C)C(=O)NC(C(C)O)C(=O)NCCC5=NC(=CS5)C6=NC(=CS6)C(=O)NCCC[S+](C)C)O. Cell line: NCIH23. Synergy scores: CSS=77.3, Synergy_ZIP=2.82, Synergy_Bliss=3.04, Synergy_Loewe=7.30, Synergy_HSA=7.98. (3) Drug 1: CN(C)C1=NC(=NC(=N1)N(C)C)N(C)C. Drug 2: COC1=NC(=NC2=C1N=CN2C3C(C(C(O3)CO)O)O)N. Cell line: SK-MEL-28. Synergy scores: CSS=0.204, Synergy_ZIP=-0.0320, Synergy_Bliss=1.47, Synergy_Loewe=-17.6, Synergy_HSA=-3.38. (4) Drug 1: C1=CN(C(=O)N=C1N)C2C(C(C(O2)CO)O)O.Cl. Drug 2: CC1=C(C(=CC=C1)Cl)NC(=O)C2=CN=C(S2)NC3=CC(=NC(=N3)C)N4CCN(CC4)CCO. Cell line: SNB-75. Synergy scores: CSS=-0.102, Synergy_ZIP=-1.62, Synergy_Bliss=0.0766, Synergy_Loewe=-4.60, Synergy_HSA=-2.36. (5) Drug 1: CC1=C(C(CCC1)(C)C)C=CC(=CC=CC(=CC(=O)O)C)C. Drug 2: CC(C)(C#N)C1=CC(=CC(=C1)CN2C=NC=N2)C(C)(C)C#N. Cell line: PC-3. Synergy scores: CSS=5.00, Synergy_ZIP=-0.739, Synergy_Bliss=1.53, Synergy_Loewe=1.37, Synergy_HSA=1.56. (6) Drug 1: COC1=CC(=CC(=C1O)OC)C2C3C(COC3=O)C(C4=CC5=C(C=C24)OCO5)OC6C(C(C7C(O6)COC(O7)C8=CC=CS8)O)O. Drug 2: CCCCC(=O)OCC(=O)C1(CC(C2=C(C1)C(=C3C(=C2O)C(=O)C4=C(C3=O)C=CC=C4OC)O)OC5CC(C(C(O5)C)O)NC(=O)C(F)(F)F)O. Cell line: HT29. Synergy scores: CSS=32.8, Synergy_ZIP=-2.34, Synergy_Bliss=-1.62, Synergy_Loewe=-4.46, Synergy_HSA=-3.29. (7) Drug 1: C1CCC(CC1)NC(=O)N(CCCl)N=O. Drug 2: C1CNP(=O)(OC1)N(CCCl)CCCl. Cell line: UACC-257. Synergy scores: CSS=4.28, Synergy_ZIP=-1.25, Synergy_Bliss=2.54, Synergy_Loewe=-2.45, Synergy_HSA=-0.0166. (8) Drug 1: CN(C)C1=NC(=NC(=N1)N(C)C)N(C)C. Drug 2: C1C(C(OC1N2C=NC(=NC2=O)N)CO)O. Cell line: HL-60(TB). Synergy scores: CSS=50.4, Synergy_ZIP=8.26, Synergy_Bliss=9.62, Synergy_Loewe=-47.7, Synergy_HSA=7.09.